This data is from Forward reaction prediction with 1.9M reactions from USPTO patents (1976-2016). The task is: Predict the product of the given reaction. (1) Given the reactants O=[C:2]1[C:10]2[C:5](=[CH:6][CH:7]=[CH:8][CH:9]=2)[CH2:4]/[C:3]/1=[CH:11]\[C:12]([OH:14])=[O:13], predict the reaction product. The product is: [CH2:4]1[C:5]2[C:10](=[CH:9][CH:8]=[CH:7][CH:6]=2)[CH2:2][CH:3]1[CH2:11][C:12]([OH:14])=[O:13]. (2) Given the reactants [CH3:1][O:2][C:3]([C@H:5]1[CH2:9][C@H:8]([S:10]([C:13]2[CH:18]=[CH:17][CH:16]=[CH:15][C:14]=2[Cl:19])(=[O:12])=[O:11])[CH2:7][C@@H:6]1[OH:20])=[O:4].[Cl:21][C:22]1[CH:27]=[CH:26][C:25]([C:28](OC(=N)C(Cl)(Cl)Cl)([CH3:30])[CH3:29])=[CH:24][CH:23]=1.C([O-])(O)=O.[Na+], predict the reaction product. The product is: [CH3:1][O:2][C:3]([C@H:5]1[CH2:9][C@H:8]([S:10]([C:13]2[CH:18]=[CH:17][CH:16]=[CH:15][C:14]=2[Cl:19])(=[O:11])=[O:12])[CH2:7][C@@H:6]1[O:20][C:28]([C:25]1[CH:26]=[CH:27][C:22]([Cl:21])=[CH:23][CH:24]=1)([CH3:30])[CH3:29])=[O:4]. (3) Given the reactants Br[C:2]1[N:7]=[N:6][C:5]([NH2:8])=[N:4][C:3]=1[C:9]1[CH:14]=[CH:13][CH:12]=[CH:11][CH:10]=1.[Cl:15][C:16]1[CH:17]=[C:18](B(O)O)[CH:19]=[CH:20][CH:21]=1, predict the reaction product. The product is: [Cl:15][C:16]1[CH:21]=[C:20]([C:2]2[N:7]=[N:6][C:5]([NH2:8])=[N:4][C:3]=2[C:9]2[CH:14]=[CH:13][CH:12]=[CH:11][CH:10]=2)[CH:19]=[CH:18][CH:17]=1. (4) Given the reactants [F:1][C:2]([F:18])([F:17])[C:3]1[CH:12]=[CH:11][C:10]2[C:5](=[CH:6][C:7]([CH2:13][C:14]([OH:16])=O)=[CH:8][CH:9]=2)[N:4]=1.[Br:19][C:20]1[C:21]([C:26]2[NH:30][CH:29]=[N:28][N:27]=2)=[C:22]([NH2:25])[S:23][CH:24]=1.C1C=NC2N(O)N=NC=2C=1, predict the reaction product. The product is: [Br:19][C:20]1[C:21]([C:26]2[NH:30][CH:29]=[N:28][N:27]=2)=[C:22]([NH:25][C:14](=[O:16])[CH2:13][C:7]2[CH:6]=[C:5]3[C:10]([CH:11]=[CH:12][C:3]([C:2]([F:1])([F:18])[F:17])=[N:4]3)=[CH:9][CH:8]=2)[S:23][CH:24]=1. (5) Given the reactants [Br:1][C:2]1[CH:3]=[CH:4][C:5]2[C:10](=[O:11])OC(=O)[NH:7][C:6]=2[CH:13]=1.[CH3:14][N:15]([CH:23]1[CH2:28]CNCC1)[C:16](=[O:22])[O:17][C:18]([CH3:21])([CH3:20])[CH3:19].O.[CH3:30][N:31](C=O)C, predict the reaction product. The product is: [NH2:7][C:6]1[CH:13]=[C:2]([Br:1])[CH:3]=[CH:4][C:5]=1[C:10]([N:31]1[CH2:30][CH2:14][N:15]([C:16]([O:17][C:18]([CH3:19])([CH3:20])[CH3:21])=[O:22])[CH2:23][CH2:28]1)=[O:11]. (6) Given the reactants C([O:4][C:5]1[CH:10]=[C:9]([C:11]#[N:12])[C:8](Br)=[C:7]([C:14]#[N:15])[C:6]=1[O:16]C(=O)C)(=O)C.[F:20][C:21]1[CH:26]=[CH:25][C:24](B(O)O)=[CH:23][C:22]=1[OH:30], predict the reaction product. The product is: [F:20][C:21]1[CH:26]=[CH:25][C:24]([C:8]2[C:7]([C:14]#[N:15])=[C:6]([OH:16])[C:5]([OH:4])=[CH:10][C:9]=2[C:11]#[N:12])=[CH:23][C:22]=1[OH:30]. (7) Given the reactants [CH3:1][O:2][C:3]1[CH:4]=[C:5]2[C:10](=[CH:11][C:12]=1[O:13][CH3:14])[N:9]=[CH:8][CH:7]=[C:6]2[O:15][C:16]1[N:21]=[CH:20][C:19]([NH2:22])=[CH:18][CH:17]=1.[C:23]1([CH2:29][C:30]([N:32]=[C:33]=[S:34])=[O:31])[CH:28]=[CH:27][CH:26]=[CH:25][CH:24]=1, predict the reaction product. The product is: [CH3:1][O:2][C:3]1[CH:4]=[C:5]2[C:10](=[CH:11][C:12]=1[O:13][CH3:14])[N:9]=[CH:8][CH:7]=[C:6]2[O:15][C:16]1[N:21]=[CH:20][C:19]([NH:22][C:33]([NH:32][C:30](=[O:31])[CH2:29][C:23]2[CH:24]=[CH:25][CH:26]=[CH:27][CH:28]=2)=[S:34])=[CH:18][CH:17]=1. (8) Given the reactants N1([C:10]([C:12]2[CH:17]=[CH:16][C:15]([I:18])=[CH:14][CH:13]=2)=[O:11])C2C=CC=CC=2N=N1.Cl, predict the reaction product. The product is: [I:18][C:15]1[CH:14]=[CH:13][C:12]([C:10](=[O:11])[C:10]([C:12]2[CH:13]=[CH:14][C:15]([I:18])=[CH:16][CH:17]=2)=[O:11])=[CH:17][CH:16]=1.